This data is from Peptide-MHC class I binding affinity with 185,985 pairs from IEDB/IMGT. The task is: Regression. Given a peptide amino acid sequence and an MHC pseudo amino acid sequence, predict their binding affinity value. This is MHC class I binding data. (1) The peptide sequence is AWCWFGGKW. The MHC is Mamu-B17 with pseudo-sequence Mamu-B17. The binding affinity (normalized) is 0.520. (2) The MHC is HLA-B46:01 with pseudo-sequence HLA-B46:01. The peptide sequence is YHRPLTGYM. The binding affinity (normalized) is 0.0847. (3) The peptide sequence is KLLSTSNVIT. The MHC is HLA-A68:02 with pseudo-sequence HLA-A68:02. The binding affinity (normalized) is 0.